This data is from Catalyst prediction with 721,799 reactions and 888 catalyst types from USPTO. The task is: Predict which catalyst facilitates the given reaction. (1) Reactant: [F:1][C:2]1[CH:7]=[CH:6][C:5]([N:8]2[C:12]([CH2:13][O:14][C:15]3[CH:16]=[C:17]([C:21]([OH:23])=O)[N:18]([CH3:20])[N:19]=3)=[C:11]([CH3:24])[N:10]=[N:9]2)=[CH:4][CH:3]=1.CN(C(ON1N=NC2C=CC=CC1=2)=[N+](C)C)C.[B-](F)(F)(F)F.CCN(C(C)C)C(C)C.[NH2:56][CH:57]1[CH2:62][CH2:61][O:60][CH2:59][CH2:58]1. Product: [O:60]1[CH2:61][CH2:62][CH:57]([NH:56][C:21]([C:17]2[N:18]([CH3:20])[N:19]=[C:15]([O:14][CH2:13][C:12]3[N:8]([C:5]4[CH:4]=[CH:3][C:2]([F:1])=[CH:7][CH:6]=4)[N:9]=[N:10][C:11]=3[CH3:24])[CH:16]=2)=[O:23])[CH2:58][CH2:59]1. The catalyst class is: 3. (2) Reactant: [CH2:1]([C:3]([C:22]1[CH:35]=[CH:34][C:25]([O:26][CH2:27][C:28](=[O:33])[C:29]([CH3:32])([CH3:31])[CH3:30])=[C:24]([CH3:36])[CH:23]=1)([C:6]1[CH:11]=[CH:10][C:9](B2OC(C)(C)C(C)(C)O2)=[C:8]([CH3:21])[CH:7]=1)[CH2:4][CH3:5])[CH3:2].[CH3:37][O:38][C:39](=[O:48])[CH2:40][C:41]1[CH:42]=[N:43][CH:44]=[C:45](Br)[CH:46]=1.P([O-])([O-])([O-])=O.[K+].[K+].[K+]. Product: [CH3:37][O:38][C:39](=[O:48])[CH2:40][C:41]1[CH:42]=[N:43][CH:44]=[C:45]([C:9]2[CH:10]=[CH:11][C:6]([C:3]([C:22]3[CH:35]=[CH:34][C:25]([O:26][CH2:27][C:28](=[O:33])[C:29]([CH3:30])([CH3:31])[CH3:32])=[C:24]([CH3:36])[CH:23]=3)([CH2:1][CH3:2])[CH2:4][CH3:5])=[CH:7][C:8]=2[CH3:21])[CH:46]=1. The catalyst class is: 9.